From a dataset of Catalyst prediction with 721,799 reactions and 888 catalyst types from USPTO. Predict which catalyst facilitates the given reaction. (1) Reactant: [Br:1][C:2]1[CH:7]=[C:6]([CH2:8][C:9]2[CH:14]=[CH:13][C:12]([CH2:15][CH3:16])=[CH:11][CH:10]=2)[C:5]([Cl:17])=[CH:4][C:3]=1[CH2:18][OH:19].C(N(CC)C(C)C)(C)C.[CH2:29](Cl)[O:30][CH3:31]. Product: [Br:1][C:2]1[CH:7]=[C:6]([CH2:8][C:9]2[CH:14]=[CH:13][C:12]([CH2:15][CH3:16])=[CH:11][CH:10]=2)[C:5]([Cl:17])=[CH:4][C:3]=1[CH2:18][O:19][CH2:29][O:30][CH3:31]. The catalyst class is: 2. (2) Reactant: [N:1]1[C:6]2[NH:7][CH:8]=[CH:9][C:5]=2[C:4]([N:10]2[CH2:18][CH2:17][NH:16][CH2:15][C:12]3([CH2:14][CH2:13]3)[CH2:11]2)=[N:3][CH:2]=1.[C:19]([CH2:21][CH2:22][C:23](O)=[O:24])#[N:20].CN(C(ON1N=NC2C=CC=NC1=2)=[N+](C)C)C.F[P-](F)(F)(F)(F)F.CCN(C(C)C)C(C)C. Product: [O:24]=[C:23]([N:16]1[CH2:17][CH2:18][N:10]([C:4]2[C:5]3[CH:9]=[CH:8][NH:7][C:6]=3[N:1]=[CH:2][N:3]=2)[CH2:11][C:12]2([CH2:14][CH2:13]2)[CH2:15]1)[CH2:22][CH2:21][C:19]#[N:20]. The catalyst class is: 16. (3) Reactant: NN.[NH2:3][C:4]1[C:13]2[N:14]=[CH:15][N:16]([CH2:17][CH2:18][CH2:19][CH2:20][O:21][N:22]3C(=O)C4C(=CC=CC=4)C3=O)[C:12]=2[C:11]2[CH2:10][CH2:9][CH2:8][CH2:7][C:6]=2[N:5]=1. Product: [NH2:22][O:21][CH2:20][CH2:19][CH2:18][CH2:17][N:16]1[C:12]2[C:11]3[CH2:10][CH2:9][CH2:8][CH2:7][C:6]=3[N:5]=[C:4]([NH2:3])[C:13]=2[N:14]=[CH:15]1. The catalyst class is: 8. (4) Reactant: Cl[C:2]1[N:7]=[C:6]([N:8]([C:16]2[CH:21]=[CH:20][CH:19]=[C:18]([N:22]([OH:27])[C:23](=[O:26])[CH:24]=[CH2:25])[CH:17]=2)[C:9](=[O:15])[O:10][C:11]([CH3:14])([CH3:13])[CH3:12])[C:5]([F:28])=[CH:4][N:3]=1.[CH3:29][O:30][CH2:31][CH2:32][O:33][C:34]1[CH:40]=[CH:39][C:37]([NH2:38])=[CH:36][CH:35]=1.CCCCCC.C(OCC)(=O)C.O. Product: [F:28][C:5]1[C:6]([N:8]([C:16]2[CH:21]=[CH:20][CH:19]=[C:18]([N:22]([OH:27])[C:23](=[O:26])[CH:24]=[CH2:25])[CH:17]=2)[C:9](=[O:15])[O:10][C:11]([CH3:14])([CH3:13])[CH3:12])=[N:7][C:2]([NH:38][C:37]2[CH:36]=[CH:35][C:34]([O:33][CH2:32][CH2:31][O:30][CH3:29])=[CH:40][CH:39]=2)=[N:3][CH:4]=1. The catalyst class is: 12. (5) Reactant: [O:1]=[C:2]1[C:13]2[C:14]3[C:6](=[C:7]([C:44]4[CH:49]=[CH:48][CH:47]=[CH:46][CH:45]=4)[NH:8][C:9]=3[CH:10]=[C:11]([NH:15][C:16](=[O:43])[CH2:17][CH2:18][C:19]3[N:20]=[CH:21][N:22](C(C4C=CC=CC=4)(C4C=CC=CC=4)C4C=CC=CC=4)[CH:23]=3)[CH:12]=2)[CH:5]=[N:4][NH:3]1.[C:50]([OH:56])([C:52]([F:55])([F:54])[F:53])=[O:51]. Product: [F:53][C:52]([F:55])([F:54])[C:50]([OH:56])=[O:51].[NH:22]1[CH:23]=[C:19]([CH2:18][CH2:17][C:16]([NH:15][C:11]2[CH:12]=[C:13]3[C:2](=[O:1])[NH:3][N:4]=[CH:5][C:6]4=[C:7]([C:44]5[CH:49]=[CH:48][CH:47]=[CH:46][CH:45]=5)[NH:8][C:9]([CH:10]=2)=[C:14]34)=[O:43])[N:20]=[CH:21]1. The catalyst class is: 2. (6) Reactant: [F-].[Cs+].[F:3][C:4]1[CH:11]=[CH:10][CH:9]=[C:8]([F:12])[C:5]=1[CH:6]=[O:7].C[Si](C)(C)[C:15]([F:18])([F:17])[F:16].Cl. Product: [F:3][C:4]1[CH:11]=[CH:10][CH:9]=[C:8]([F:12])[C:5]=1[CH:6]([OH:7])[C:15]([F:18])([F:17])[F:16]. The catalyst class is: 20. (7) Reactant: [CH:1]([N-]C(C)C)(C)C.[Li+].[N:9]1([C:20]([O:22][C:23]([CH3:26])([CH3:25])[CH3:24])=[O:21])[CH2:14][CH2:13][CH2:12][CH:11]([C:15]([O:17][CH2:18][CH3:19])=[O:16])[CH2:10]1. Product: [CH3:1][C:11]1([C:15]([O:17][CH2:18][CH3:19])=[O:16])[CH2:12][CH2:13][CH2:14][N:9]([C:20]([O:22][C:23]([CH3:25])([CH3:24])[CH3:26])=[O:21])[CH2:10]1. The catalyst class is: 1.